From a dataset of Forward reaction prediction with 1.9M reactions from USPTO patents (1976-2016). Predict the product of the given reaction. Given the reactants [NH:1]([C:12](OC(C)(C)C)=O)[C@H:2]([C:9](O)=O)[C:3]1[CH:8]=[CH:7][CH:6]=[CH:5][CH:4]=1.[CH2:19]([NH:21][CH2:22][CH2:23][O:24][CH3:25])[CH3:20].C1(C)C=CC(S([O-])(=O)=O)=CC=1.CN(C)C1C=C[NH+]=CC=1.C(N=C=NC(C)C)(C)C.[H-].[Al+3].[Li+].[H-].[H-].[H-].C(=O)([O-])[O-].[Na+].[Na+], predict the reaction product. The product is: [CH2:19]([N:21]([CH2:22][CH2:23][O:24][CH3:25])[CH2:9][C@H:2]([C:3]1[CH:4]=[CH:5][CH:6]=[CH:7][CH:8]=1)[NH:1][CH3:12])[CH3:20].